From a dataset of Full USPTO retrosynthesis dataset with 1.9M reactions from patents (1976-2016). Predict the reactants needed to synthesize the given product. (1) Given the product [CH3:1][O:2][C:3]([C:4]1[CH:9]=[CH:8][C:7]2[N:10]([C@@H:11]3[CH2:16][CH2:15][CH2:14][CH2:13][C@H:12]3[CH3:17])[C:19]([CH2:20][C:21]3[S:25][CH:24]=[N:23][CH:22]=3)=[N:18][C:6]=2[CH:5]=1)=[O:27], predict the reactants needed to synthesize it. The reactants are: [CH3:1][O:2][C:3](=[O:27])[C:4]1[CH:9]=[CH:8][C:7]([NH:10][C@@H:11]2[CH2:16][CH2:15][CH2:14][CH2:13][C@H:12]2[CH3:17])=[C:6]([NH:18][C:19](=O)[CH2:20][C:21]2[S:25][CH:24]=[N:23][CH:22]=2)[CH:5]=1.Cl. (2) Given the product [CH3:32][O:31][C:25]1[CH:26]=[C:27]([O:29][CH3:30])[CH:28]=[C:20]2[C:21]=1[C:22](=[O:23])[NH:24][C:1]([C:3]1[CH:8]=[C:7]([CH3:9])[C:6]([NH:10][C:11]([CH2:13][O:14][C:15](=[O:17])[CH3:16])=[O:12])=[C:5]([CH3:18])[CH:4]=1)=[N:19]2, predict the reactants needed to synthesize it. The reactants are: [CH:1]([C:3]1[CH:8]=[C:7]([CH3:9])[C:6]([NH:10][C:11]([CH2:13][O:14][C:15](=[O:17])[CH3:16])=[O:12])=[C:5]([CH3:18])[CH:4]=1)=O.[NH2:19][C:20]1[CH:28]=[C:27]([O:29][CH3:30])[CH:26]=[C:25]([O:31][CH3:32])[C:21]=1[C:22]([NH2:24])=[O:23].O.C1(C)C=CC(S(O)(=O)=O)=CC=1.S([O-])(O)=O.[Na+]. (3) Given the product [CH:24]([C:27]1[CH:28]=[C:29]([CH:32]=[CH:33][CH:34]=1)[CH:30]=[N:23][NH:22][C:9]1[CH:8]=[C:7]([N:1]2[CH2:6][CH2:5][O:4][CH2:3][CH2:2]2)[N:12]2[N:13]=[C:14]([C:16]3[CH:17]=[CH:18][N:19]=[CH:20][CH:21]=3)[CH:15]=[C:11]2[N:10]=1)([CH3:26])[CH3:25], predict the reactants needed to synthesize it. The reactants are: [N:1]1([C:7]2[N:12]3[N:13]=[C:14]([C:16]4[CH:21]=[CH:20][N:19]=[CH:18][CH:17]=4)[CH:15]=[C:11]3[N:10]=[C:9]([NH:22][NH2:23])[CH:8]=2)[CH2:6][CH2:5][O:4][CH2:3][CH2:2]1.[CH:24]([C:27]1[CH:28]=[C:29]([CH:32]=[CH:33][CH:34]=1)[CH:30]=O)([CH3:26])[CH3:25]. (4) The reactants are: [CH3:1][O:2][C:3]([CH2:5][O:6][C:7]1[C:8]([N+:15]([O-:17])=[O:16])=[CH:9][C:10]([CH3:14])=[N+:11]([O-])[CH:12]=1)=[O:4].[F:18][C:19]([F:30])([F:29])[C:20]([O:22]C(=O)C(F)(F)F)=[O:21]. Given the product [CH3:1][O:2][C:3]([CH2:5][O:6][C:7]1[C:8]([N+:15]([O-:17])=[O:16])=[CH:9][C:10]([CH2:14][O:22][C:20](=[O:21])[C:19]([F:30])([F:29])[F:18])=[N:11][CH:12]=1)=[O:4], predict the reactants needed to synthesize it. (5) Given the product [CH3:29][CH2:28][CH2:27][CH2:26][CH2:25][CH2:24][CH2:23][CH2:22]/[CH:21]=[CH:20]\[CH2:19][CH2:18][CH2:17][CH2:16][CH2:15][CH2:14][CH2:13][C:12]([O:8][CH2:7][CH:6]([OH:9])[C@H:4]1[O:5][CH2:1][C@H:2]([OH:11])[C@H:3]1[OH:10])=[O:30], predict the reactants needed to synthesize it. The reactants are: [CH2:1]1[O:5][CH:4]([CH:6]([OH:9])[CH2:7][OH:8])[C@@H:3]([OH:10])[CH:2]1[OH:11].[C:12](OC)(=[O:30])[CH2:13][CH2:14][CH2:15][CH2:16][CH2:17][CH2:18][CH2:19]/[CH:20]=[CH:21]\[CH2:22][CH2:23][CH2:24][CH2:25][CH2:26][CH2:27][CH2:28][CH3:29].CO.C[O-].[Na+].[PH2]([O-])=O.[Na+]. (6) Given the product [Cl:1][C:2]1[CH:8]=[C:7]([CH3:9])[CH:6]=[CH:5][C:3]=1[N:4]=[C:10]=[S:11], predict the reactants needed to synthesize it. The reactants are: [Cl:1][C:2]1[CH:8]=[C:7]([CH3:9])[CH:6]=[CH:5][C:3]=1[NH2:4].[C:10](Cl)(Cl)=[S:11].C(N(C(C)C)C(C)C)C.